Dataset: Full USPTO retrosynthesis dataset with 1.9M reactions from patents (1976-2016). Task: Predict the reactants needed to synthesize the given product. Given the product [CH2:6]([O:19][C:18](=[NH:20])[CH:17]([C:21]1[CH:26]=[CH:25][CH:24]=[CH:23][C:22]=1[C:27]([F:28])([F:29])[F:30])[CH2:16][CH2:15][CH2:14][Cl:13])[CH3:7], predict the reactants needed to synthesize it. The reactants are: F[B-](F)(F)F.[CH2:6]([O+](CC)CC)[CH3:7].[Cl:13][CH2:14][CH2:15][CH2:16][CH:17]([C:21]1[CH:26]=[CH:25][CH:24]=[CH:23][C:22]=1[C:27]([F:30])([F:29])[F:28])[C:18]([NH2:20])=[O:19].[OH-].[Na+].